This data is from Forward reaction prediction with 1.9M reactions from USPTO patents (1976-2016). The task is: Predict the product of the given reaction. Given the reactants C(=O)([O-])[O-].[K+].[K+].[F:7][C:8]1[C:15]([F:16])=[C:14]([O:17][CH3:18])[CH:13]=[CH:12][C:9]=1[CH2:10]Br.[O:19]=[C:20]1[NH:25][C:24]2[CH:26]=[C:27]([C:29]3[CH:34]=[CH:33][CH:32]=[CH:31][CH:30]=3)[S:28][C:23]=2[C:22](=[O:35])[N:21]1[CH:36]1[CH2:41][CH2:40][N:39]([C:42]([O:44][C:45]([CH3:48])([CH3:47])[CH3:46])=[O:43])[CH2:38][CH2:37]1, predict the reaction product. The product is: [F:7][C:8]1[C:15]([F:16])=[C:14]([O:17][CH3:18])[CH:13]=[CH:12][C:9]=1[CH2:10][N:25]1[C:24]2[CH:26]=[C:27]([C:29]3[CH:34]=[CH:33][CH:32]=[CH:31][CH:30]=3)[S:28][C:23]=2[C:22](=[O:35])[N:21]([CH:36]2[CH2:41][CH2:40][N:39]([C:42]([O:44][C:45]([CH3:47])([CH3:46])[CH3:48])=[O:43])[CH2:38][CH2:37]2)[C:20]1=[O:19].